From a dataset of Reaction yield outcomes from USPTO patents with 853,638 reactions. Predict the reaction yield, written as a fraction of the theoretical maximum amount of product (1.0 means a 100% yield; for example, 0.34 means a 34% yield). (1) The reactants are [CH3:1][N:2]1[CH:6]2[CH2:7][CH:8]([OH:10])[CH2:9][CH:3]1[CH2:4][CH2:5]2.[Li]CCCC.[Cl:16][C:17]1[N:22]=[C:21](Cl)[N:20]=[C:19]([N:24]2[CH2:29][CH2:28][O:27][CH2:26][CH2:25]2)[N:18]=1.CCOCC. The catalyst is C1COCC1. The product is [Cl:16][C:17]1[N:18]=[C:19]([N:24]2[CH2:25][CH2:26][O:27][CH2:28][CH2:29]2)[N:20]=[C:21]([O:10][CH:8]2[CH2:9][CH:3]3[N:2]([CH3:1])[CH:6]([CH2:5][CH2:4]3)[CH2:7]2)[N:22]=1. The yield is 0.420. (2) The reactants are [C:1]1([CH:7]([OH:10])[CH2:8][CH3:9])[CH:6]=[CH:5][CH:4]=[CH:3][CH:2]=1.[H-].[Na+].Cl[C:14]1[C:15]2[CH:24]=[CH:23][N:22]([C:25]3[C:30]([CH3:31])=[CH:29][C:28]([CH3:32])=[CH:27][C:26]=3[CH3:33])[C:16]=2[C:17](=[O:21])[N:18]([CH3:20])[N:19]=1. The catalyst is CN(C=O)C.O. The product is [C:26]1([CH3:33])[CH:27]=[C:28]([CH3:32])[CH:29]=[C:30]([CH3:31])[C:25]=1[N:22]1[C:16]2[C:17](=[O:21])[N:18]([CH3:20])[N:19]=[C:14]([O:10][CH:7]([C:1]3[CH:6]=[CH:5][CH:4]=[CH:3][CH:2]=3)[CH2:8][CH3:9])[C:15]=2[CH:24]=[CH:23]1. The yield is 0.820. (3) The reactants are [CH3:1][N:2]([S:15]([C:18]1[S:19][CH:20]=[CH:21][CH:22]=1)(=[O:17])=[O:16])[C:3]1[CH:4]=[CH:5][CH:6]=[C:7]2[C:11]=1[NH:10][C:9]([C:12](O)=[O:13])=[CH:8]2.[NH2:23][CH2:24][C:25]([S:30][CH2:31][C:32]1[CH:37]=[CH:36][CH:35]=[CH:34][CH:33]=1)([CH3:29])[CH2:26][CH2:27][OH:28].N1(O)C2C=CC=CC=2N=N1.Cl.CN(C)CCCN=C=NCC. The catalyst is O.CN(C)C=O. The product is [CH2:31]([S:30][C:25]([CH3:29])([CH2:26][CH2:27][OH:28])[CH2:24][NH:23][C:12]([C:9]1[NH:10][C:11]2[C:7]([CH:8]=1)=[CH:6][CH:5]=[CH:4][C:3]=2[N:2]([CH3:1])[S:15]([C:18]1[S:19][CH:20]=[CH:21][CH:22]=1)(=[O:16])=[O:17])=[O:13])[C:32]1[CH:37]=[CH:36][CH:35]=[CH:34][CH:33]=1. The yield is 0.650. (4) The reactants are [NH2:1][CH2:2][C@@H:3]1[CH2:7][CH2:6][CH2:5][NH:4]1.[C:8](N1C=CN=C1)(N1C=CN=C1)=[O:9]. The catalyst is C(Cl)Cl. The product is [CH2:2]1[NH:1][C:8](=[O:9])[N:4]2[CH2:5][CH2:6][CH2:7][C@@H:3]12. The yield is 0.500. (5) The reactants are [O:1]1[C:5]2[CH:6]=[CH:7][CH:8]=[CH:9][C:4]=2[CH2:3][CH2:2]1.[Br:10]N1C(=O)CCC1=O.O. The catalyst is O1CCCC1. The product is [Br:10][C:8]1[CH:7]=[CH:6][C:5]2[O:1][CH2:2][CH2:3][C:4]=2[CH:9]=1. The yield is 0.970.